Dataset: Forward reaction prediction with 1.9M reactions from USPTO patents (1976-2016). Task: Predict the product of the given reaction. (1) Given the reactants [N:1]1(C(N2C=CN=C2)=O)[CH:5]=CN=[CH:2]1.[Br:13][C:14]1[C:15]([C:19]([OH:21])=O)=[N:16][NH:17][CH:18]=1.CNC, predict the reaction product. The product is: [Br:13][C:14]1[C:15]([C:19]([N:1]([CH3:5])[CH3:2])=[O:21])=[N:16][NH:17][CH:18]=1. (2) The product is: [CH:31]([O:30][C:28]1[CH:27]=[C:20]([CH:19]=[C:18]([O:17][CH:14]([CH3:16])[CH3:15])[CH:29]=1)[C:21]([OH:23])=[O:22])([CH3:33])[CH3:32]. Given the reactants C(OC1C=CC=CC=1C([O-])=O)(C)C.[CH:14]([O:17][C:18]1[CH:19]=[C:20]([CH:27]=[C:28]([O:30][CH:31]([CH3:33])[CH3:32])[CH:29]=1)[C:21]([O:23]C(C)C)=[O:22])([CH3:16])[CH3:15].[OH-].[Li+].Cl, predict the reaction product. (3) Given the reactants O[C:2]1[CH:3]=[C:4]([CH:8]=[C:9]([C:11]([F:14])([F:13])[F:12])[CH:10]=1)C(O)=O.[C:15]([O-:18])([O-])=[O:16].[K+].[K+].[CH3:21]I.O.CN([CH:27]=[O:28])C, predict the reaction product. The product is: [CH3:21][O:18][C:15](=[O:16])[C:2]1[CH:10]=[C:9]([C:11]([F:12])([F:13])[F:14])[CH:8]=[C:4]([O:28][CH3:27])[CH:3]=1. (4) Given the reactants [CH3:1][C:2]1[CH:7]=[CH:6][C:5]([C:8]2[N:17]=[C:16]([C:18]([OH:20])=O)[C:15]3[C:10](=[CH:11][CH:12]=[CH:13][CH:14]=3)[N:9]=2)=[CH:4][CH:3]=1.Cl.[CH3:22][O:23][C:24]1[C:33]([O:34][CH3:35])=[CH:32][CH:31]=[C:30]2[C:25]=1[CH2:26][CH2:27][NH:28][CH2:29]2, predict the reaction product. The product is: [CH3:1][C:2]1[CH:7]=[CH:6][C:5]([C:8]2[N:17]=[C:16]([C:18]([N:28]3[CH2:27][CH2:26][C:25]4[C:30](=[CH:31][CH:32]=[C:33]([O:34][CH3:35])[C:24]=4[O:23][CH3:22])[CH2:29]3)=[O:20])[C:15]3[C:10](=[CH:11][CH:12]=[CH:13][CH:14]=3)[N:9]=2)=[CH:4][CH:3]=1. (5) Given the reactants [OH:1][CH2:2][C:3]1[N:7]2[CH:8]=[CH:9][CH:10]=[C:11]([C:12]([O:14][CH2:15][CH3:16])=[O:13])[C:6]2=[N:5][CH:4]=1.[C:17]([Si:21](Cl)([CH3:23])C)([CH3:20])([CH3:19])[CH3:18].C(N([CH2:30][CH3:31])CC)C.[CH2:32](Cl)Cl, predict the reaction product. The product is: [CH3:18][C:17]([Si:21]([CH2:30][CH3:31])([CH2:23][CH3:32])[O:1][CH2:2][C:3]1[N:7]2[CH:8]=[CH:9][CH:10]=[C:11]([C:12]([O:14][CH2:15][CH3:16])=[O:13])[C:6]2=[N:5][CH:4]=1)([CH3:20])[CH3:19]. (6) Given the reactants Br[CH2:2][C:3]1[NH:8][C:7]([C:9]2[S:10][CH:11]=[CH:12][N:13]=2)=[N:6][CH:5]([C:14]2[CH:19]=[CH:18][C:17]([Cl:20])=[CH:16][C:15]=2[Cl:21])[C:4]=1[C:22]([O:24][CH3:25])=[O:23].[NH:26]1[CH2:31][CH2:30][O:29][CH2:28][C@@H:27]1[CH2:32][OH:33], predict the reaction product. The product is: [Cl:21][C:15]1[CH:16]=[C:17]([Cl:20])[CH:18]=[CH:19][C:14]=1[CH:5]1[C:4]([C:22]([O:24][CH3:25])=[O:23])=[C:3]([CH2:2][N:26]2[CH2:31][CH2:30][O:29][CH2:28][C@@H:27]2[CH2:32][OH:33])[NH:8][C:7]([C:9]2[S:10][CH:11]=[CH:12][N:13]=2)=[N:6]1. (7) Given the reactants [H-].[Na+].[NH:3]1[C:7]2=[N:8][CH:9]=[CH:10][CH:11]=[C:6]2[C:5]([C:12]#[N:13])=[CH:4]1.[C:14]([O:18][C:19](O[C:19]([O:18][C:14]([CH3:17])([CH3:16])[CH3:15])=[O:20])=[O:20])([CH3:17])([CH3:16])[CH3:15], predict the reaction product. The product is: [C:12]([C:5]1[C:6]2[C:7](=[N:8][CH:9]=[CH:10][CH:11]=2)[N:3]([C:19]([O:18][C:14]([CH3:17])([CH3:16])[CH3:15])=[O:20])[CH:4]=1)#[N:13].